From a dataset of Forward reaction prediction with 1.9M reactions from USPTO patents (1976-2016). Predict the product of the given reaction. (1) Given the reactants [CH2:1]([O:3][C:4]([C:6]1[NH:7][C:8]2[C:13]([CH:14]=1)=[CH:12][C:11]([C:15]1[CH:20]=[CH:19][N:18]=[CH:17][CH:16]=1)=[CH:10][CH:9]=2)=[O:5])[CH3:2].[Br:21][CH:22]([CH3:24])[CH3:23], predict the reaction product. The product is: [Br-:21].[CH2:1]([O:3][C:4]([C:6]1[NH:7][C:8]2[C:13]([CH:14]=1)=[CH:12][C:11]([C:15]1[CH:20]=[CH:19][N+:18]([CH:22]([CH3:24])[CH3:23])=[CH:17][CH:16]=1)=[CH:10][CH:9]=2)=[O:5])[CH3:2]. (2) Given the reactants Br[CH:2]1[CH2:11][CH2:10][C:9]2[N:8]=[CH:7][CH:6]=[CH:5][C:4]=2[C:3]1=O.[CH3:13][O:14][C:15]1[CH:23]=[CH:22][C:18]([C:19]([NH2:21])=[O:20])=[CH:17][C:16]=1[NH:24][C:25]([NH2:27])=[S:26], predict the reaction product. The product is: [N:27]1[C:3]2[C:4]3[CH:5]=[CH:6][CH:7]=[N:8][C:9]=3[CH2:10][CH2:11][C:2]=2[S:26][C:25]=1[NH:24][C:16]1[CH:17]=[C:18]([CH:22]=[CH:23][C:15]=1[O:14][CH3:13])[C:19]([NH2:21])=[O:20]. (3) Given the reactants COC1C=CC(C[NH:8][C:9]2[CH:14]=[C:13]([N+:15]([O-:17])=[O:16])[CH:12]=[CH:11][N:10]=2)=CC=1.C1(OC)C=CC=CC=1, predict the reaction product. The product is: [NH2:8][C:9]1[CH:14]=[C:13]([N+:15]([O-:17])=[O:16])[CH:12]=[CH:11][N:10]=1. (4) Given the reactants [CH3:1][C:2]1[C:10]2[C:5](=[N:6][CH:7]=[CH:8][CH:9]=2)[NH:4][N:3]=1.[N+:11]([O-])([OH:13])=[O:12].S(=O)(=O)(O)O.C(=O)(O)[O-].[Na+], predict the reaction product. The product is: [CH3:1][C:2]1[C:10]2[C:5](=[N:6][CH:7]=[C:8]([N+:11]([O-:13])=[O:12])[CH:9]=2)[NH:4][N:3]=1. (5) Given the reactants [C:1]([O:9][CH3:10])(=[O:8])[C:2]1[CH:7]=[CH:6][N:5]=[CH:4][CH:3]=1.[N+:11](C1C=C([N+]([O-])=O)C=CC=1ON)([O-])=O.[C:25]([O:29][CH2:30][CH3:31])(=[O:28])[C:26]#[CH:27].C(=O)([O-])[O-].[K+].[K+], predict the reaction product. The product is: [N:11]1[N:5]2[CH:6]=[CH:7][C:2]([C:1]([O:9][CH3:10])=[O:8])=[CH:3][C:4]2=[C:26]([C:25]([O:29][CH2:30][CH3:31])=[O:28])[CH:27]=1. (6) Given the reactants [CH2:1]([O:8][C:9]1[CH:14]=[C:13]([O:15][CH2:16][C:17]2[CH:22]=[CH:21][CH:20]=[CH:19][CH:18]=2)[C:12](Br)=[CH:11][C:10]=1[C:24]1[N:25]([C:30]2[CH:31]=[C:32]3[C:36](=[CH:37][CH:38]=2)[N:35]([CH3:39])[CH:34]=[CH:33]3)[C:26]([OH:29])=[N:27][N:28]=1)[C:2]1[CH:7]=[CH:6][CH:5]=[CH:4][CH:3]=1.[CH3:40][O:41][C:42]1[CH:43]=[C:44]([CH:47]=[CH:48][C:49]=1[O:50][CH3:51])[CH:45]=[CH2:46].C(P(C(C)(C)C)C(C)(C)C)(C)(C)C.C(N(C(C)C)CC)(C)C, predict the reaction product. The product is: [CH2:1]([O:8][C:9]1[CH:14]=[C:13]([O:15][CH2:16][C:17]2[CH:22]=[CH:21][CH:20]=[CH:19][CH:18]=2)[C:12]([CH:46]=[CH:45][C:44]2[CH:47]=[CH:48][C:49]([O:50][CH3:51])=[C:42]([O:41][CH3:40])[CH:43]=2)=[CH:11][C:10]=1[C:24]1[N:25]([C:30]2[CH:31]=[C:32]3[C:36](=[CH:37][CH:38]=2)[N:35]([CH3:39])[CH:34]=[CH:33]3)[C:26]([OH:29])=[N:27][N:28]=1)[C:2]1[CH:7]=[CH:6][CH:5]=[CH:4][CH:3]=1. (7) Given the reactants [C:1]1([CH:7]2[CH2:11][NH:10][N:9]=[C:8]2[C:12]2[CH:22]=[CH:21][C:15]3[O:16][CH2:17][C:18](=[O:20])[NH:19][C:14]=3[CH:13]=2)[CH:6]=[CH:5][CH:4]=[CH:3][CH:2]=1.[C:23](Cl)(=[O:30])[C:24]1[CH:29]=[CH:28][CH:27]=[CH:26][CH:25]=1, predict the reaction product. The product is: [C:23]([N:10]1[CH2:11][CH:7]([C:1]2[CH:2]=[CH:3][CH:4]=[CH:5][CH:6]=2)[C:8]([C:12]2[CH:22]=[CH:21][C:15]3[O:16][CH2:17][C:18](=[O:20])[NH:19][C:14]=3[CH:13]=2)=[N:9]1)(=[O:30])[C:24]1[CH:29]=[CH:28][CH:27]=[CH:26][CH:25]=1. (8) Given the reactants [F:1][C:2]1[CH:3]=[C:4]([S:11]([CH3:14])(=[O:13])=[O:12])[CH:5]=[C:6]2[C:10]=1[NH:9][CH:8]=[CH:7]2.Br[C:16]1[N:17]=[C:18]([O:21][CH:22]2[CH2:27][CH2:26][N:25]([C:28]([O:30][C:31]([CH3:34])([CH3:33])[CH3:32])=[O:29])[CH2:24][CH2:23]2)[S:19][CH:20]=1, predict the reaction product. The product is: [F:1][C:2]1[CH:3]=[C:4]([S:11]([CH3:14])(=[O:13])=[O:12])[CH:5]=[C:6]2[C:10]=1[N:9]([C:16]1[N:17]=[C:18]([O:21][CH:22]3[CH2:27][CH2:26][N:25]([C:28]([O:30][C:31]([CH3:34])([CH3:33])[CH3:32])=[O:29])[CH2:24][CH2:23]3)[S:19][CH:20]=1)[CH:8]=[CH:7]2.